The task is: Predict which catalyst facilitates the given reaction.. This data is from Catalyst prediction with 721,799 reactions and 888 catalyst types from USPTO. (1) Reactant: [F:1][C:2]1[CH:7]=[CH:6][C:5]([CH2:8][CH2:9][C:10]([N:12]2[CH2:21][CH2:20][CH:19]3[CH:14]([CH:15]([C:22]([O:24]CC)=[O:23])[CH2:16][CH2:17][CH2:18]3)[CH2:13]2)=[O:11])=[CH:4][CH:3]=1.[OH-].[K+].Cl. Product: [F:1][C:2]1[CH:3]=[CH:4][C:5]([CH2:8][CH2:9][C:10]([N:12]2[CH2:21][CH2:20][CH:19]3[CH:14]([CH:15]([C:22]([OH:24])=[O:23])[CH2:16][CH2:17][CH2:18]3)[CH2:13]2)=[O:11])=[CH:6][CH:7]=1. The catalyst class is: 670. (2) Reactant: Cl[C:2]1[N:7]=[C:6]([N:8]2[CH2:13][CH2:12][N:11](CC3C=CC=CC=3)[CH2:10][CH2:9]2)[CH:5]=[CH:4][N:3]=1.[H][H]. Product: [N:3]1[CH:4]=[CH:5][C:6]([N:8]2[CH2:13][CH2:12][NH:11][CH2:10][CH2:9]2)=[N:7][CH:2]=1. The catalyst class is: 29.